Dataset: Catalyst prediction with 721,799 reactions and 888 catalyst types from USPTO. Task: Predict which catalyst facilitates the given reaction. Reactant: Br[C:2]1[C:3]([C:16]2[CH:21]=[CH:20][CH:19]=[CH:18][CH:17]=2)=[N:4][C:5]2[C:10]([N:11]=1)=[CH:9][C:8]([C:12]([O:14][CH3:15])=[O:13])=[CH:7][CH:6]=2.[CH3:22][CH:23]([NH2:26])[CH2:24][CH3:25].C(=O)([O-])[O-].[K+].[K+]. Product: [CH:23]([NH:26][C:2]1[C:3]([C:16]2[CH:21]=[CH:20][CH:19]=[CH:18][CH:17]=2)=[N:4][C:5]2[C:10]([N:11]=1)=[CH:9][C:8]([C:12]([O:14][CH3:15])=[O:13])=[CH:7][CH:6]=2)([CH2:24][CH3:25])[CH3:22]. The catalyst class is: 11.